From a dataset of Reaction yield outcomes from USPTO patents with 853,638 reactions. Predict the reaction yield, written as a fraction of the theoretical maximum amount of product (1.0 means a 100% yield; for example, 0.34 means a 34% yield). (1) The reactants are BrC1C(N2CCN(C(NC3C=CC=CC=3)=O)CC2)=C2N=C(C3C=CC(N(C)C)=CC=3)NC2=NC=1.[NH2:35][C:36]1[C:41]([N+:42]([O-])=O)=[C:40]([N:45]2[CH2:50][CH2:49][N:48]([CH2:51][C:52]([NH:54][C:55]3[S:56][CH:57]=[CH:58][N:59]=3)=[O:53])[CH2:47][CH2:46]2)[C:39]([Br:60])=[CH:38][N:37]=1.[O-]S(S([O-])=O)=O.[Na+].[Na+].[CH:69]([CH:71]1[CH2:73][CH:72]1[C:74]([O:76][CH2:77][CH3:78])=[O:75])=O. The catalyst is C(O)C.CN(C=O)C. The product is [Br:60][C:39]1[C:40]([N:45]2[CH2:50][CH2:49][N:48]([CH2:51][C:52](=[O:53])[NH:54][C:55]3[S:56][CH:57]=[CH:58][N:59]=3)[CH2:47][CH2:46]2)=[C:41]2[N:42]=[C:69]([CH:71]3[CH2:73][CH:72]3[C:74]([O:76][CH2:77][CH3:78])=[O:75])[NH:35][C:36]2=[N:37][CH:38]=1. The yield is 0.250. (2) The reactants are [C:1]([O:5][C:6]([N:8]1[C@@H:15]2[C@@H:10]([CH2:11][CH2:12][N:13](C(=O)C(F)(F)F)[CH2:14]2)[CH2:9]1)=[O:7])([CH3:4])([CH3:3])[CH3:2].C([O-])([O-])=O.[K+].[K+]. The catalyst is CO.O.[NH4+].[OH-]. The product is [C:1]([O:5][C:6]([N:8]1[C@@H:15]2[C@@H:10]([CH2:11][CH2:12][NH:13][CH2:14]2)[CH2:9]1)=[O:7])([CH3:4])([CH3:2])[CH3:3]. The yield is 0.550. (3) The reactants are [CH2:1]([O:8][C:9]1[CH:10]=[C:11]([C:16]2[N:21]=[C:20]([C:22]([O:24][CH3:25])=[O:23])[CH:19]=[CH:18][C:17]=2OS(C(F)(F)F)(=O)=O)[CH:12]=[CH:13][C:14]=1[Cl:15])[C:2]1[CH:7]=[CH:6][CH:5]=[CH:4][CH:3]=1.[CH3:34][C:35]1([CH3:51])[C:39]([CH3:41])([CH3:40])[O:38][B:37]([B:37]2[O:38][C:39]([CH3:41])([CH3:40])[C:35]([CH3:51])([CH3:34])[O:36]2)[O:36]1.C([O-])(=O)C.[K+]. The catalyst is O1CCOCC1.CCOC(C)=O.[Cl-].[Na+].O.C1C=CC(P(C2C=CC=CC=2)[C-]2C=CC=C2)=CC=1.C1C=CC(P(C2C=CC=CC=2)[C-]2C=CC=C2)=CC=1.Cl[Pd]Cl.[Fe+2]. The product is [CH2:1]([O:8][C:9]1[CH:10]=[C:11]([C:16]2[N:21]=[C:20]([C:22]([O:24][CH3:25])=[O:23])[CH:19]=[CH:18][C:17]=2[B:37]2[O:38][C:39]([CH3:41])([CH3:40])[C:35]([CH3:51])([CH3:34])[O:36]2)[CH:12]=[CH:13][C:14]=1[Cl:15])[C:2]1[CH:7]=[CH:6][CH:5]=[CH:4][CH:3]=1. The yield is 0.670. (4) The reactants are [NH2:1][CH:2]1[CH2:6][CH:5]([N:7]2[C:16]3[CH:15]=[CH:14][CH:13]=[C:12]([Cl:17])[C:11]=3[C:10]3=[N:18][O:19][C:20]([CH3:21])=[C:9]3[C:8]2=[O:22])[CH:4]=[CH:3]1.[C:23](Cl)(=[O:30])[C:24]1[CH:29]=[CH:28][CH:27]=[CH:26][CH:25]=1.C(N(CC)CC)C. The catalyst is C(Cl)Cl. The product is [Cl:17][C:12]1[C:11]2[C:10]3[C:9](=[C:20]([CH3:21])[O:19][N:18]=3)[C:8](=[O:22])[N:7]([CH:5]3[CH2:6][CH:2]([NH:1][C:23](=[O:30])[C:24]4[CH:29]=[CH:28][CH:27]=[CH:26][CH:25]=4)[CH:3]=[CH:4]3)[C:16]=2[CH:15]=[CH:14][CH:13]=1. The yield is 0.550. (5) The reactants are [C:1]([S:5][CH2:6][C:7]1([CH3:14])[NH:11][C:10](=[O:12])[NH:9][C:8]1=[O:13])([CH3:4])([CH3:3])[CH3:2].[OH-:15].[Ba+2].[OH-]. The catalyst is O. The product is [C:10]([NH:11][C@:7]([CH3:14])([C:8]([OH:15])=[O:13])[CH2:6][S:5][C:1]([CH3:4])([CH3:3])[CH3:2])(=[O:12])[NH2:9]. The yield is 0.390. (6) The reactants are [OH:1][NH:2][C:3](=[NH:7])[CH:4]([CH3:6])[CH3:5].[OH:8][CH:9]1[CH2:14][CH2:13][N:12]([C:15]#N)[CH2:11][CH2:10]1. The catalyst is CCOCC.C(OCC)(=O)C.[Cl-].[Cl-].[Zn+2]. The product is [CH:4]([C:3]1[N:7]=[C:15]([N:12]2[CH2:13][CH2:14][CH:9]([OH:8])[CH2:10][CH2:11]2)[O:1][N:2]=1)([CH3:6])[CH3:5]. The yield is 0.710. (7) The reactants are [CH3:1][O:2][CH2:3][CH2:4][N:5]1[CH2:10][CH2:9][N:8]2[N:11]=[C:12]([NH2:14])[CH:13]=[C:7]2[CH2:6]1.Br[C:16]1[C:17](=[O:24])[N:18]([CH3:23])[CH:19]=[C:20]([Br:22])[CH:21]=1.C(=O)([O-])[O-].[Cs+].[Cs+].CC1(C)C2C(=C(P(C3C=CC=CC=3)C3C=CC=CC=3)C=CC=2)OC2C(P(C3C=CC=CC=3)C3C=CC=CC=3)=CC=CC1=2. The catalyst is C1C=CC(/C=C/C(/C=C/C2C=CC=CC=2)=O)=CC=1.C1C=CC(/C=C/C(/C=C/C2C=CC=CC=2)=O)=CC=1.C1C=CC(/C=C/C(/C=C/C2C=CC=CC=2)=O)=CC=1.[Pd].[Pd].O1CCOCC1. The product is [Br:22][C:20]1[CH:21]=[C:16]([NH:14][C:12]2[CH:13]=[C:7]3[CH2:6][N:5]([CH2:4][CH2:3][O:2][CH3:1])[CH2:10][CH2:9][N:8]3[N:11]=2)[C:17](=[O:24])[N:18]([CH3:23])[CH:19]=1. The yield is 0.650. (8) The reactants are [Si:1]([O:8][C:9]1[CH:14]=[C:13]([O:15][Si:16]([C:19]([CH3:22])([CH3:21])[CH3:20])([CH3:18])[CH3:17])[CH:12]=[CH:11][C:10]=1[C@@H:23]1[CH2:28][CH2:27][C@H:26]([NH2:29])[CH2:25][CH2:24]1)([C:4]([CH3:7])([CH3:6])[CH3:5])([CH3:3])[CH3:2].[CH3:30][S:31](Cl)(=[O:33])=[O:32].C(N(CC)CC)C. The catalyst is CN(C)C1C=CN=CC=1.ClCCCl. The product is [Si:1]([O:8][C:9]1[CH:14]=[C:13]([O:15][Si:16]([C:19]([CH3:20])([CH3:21])[CH3:22])([CH3:18])[CH3:17])[CH:12]=[CH:11][C:10]=1[C@@H:23]1[CH2:24][CH2:25][C@H:26]([NH:29][S:31]([CH3:30])(=[O:33])=[O:32])[CH2:27][CH2:28]1)([C:4]([CH3:5])([CH3:6])[CH3:7])([CH3:3])[CH3:2]. The yield is 0.700. (9) The reactants are [CH3:1][C:2]1[C:6](/[CH:7]=[CH:8]/[C:9]([O:11][CH3:12])=[O:10])=[C:5]([CH3:13])[NH:4][N:3]=1.[H-].[Na+].[CH2:16](Br)[CH:17]=[CH:18][C:19]1[CH:24]=[CH:23][CH:22]=[CH:21][CH:20]=1. The catalyst is CN(C=O)C. The product is [CH2:16]([N:4]1[C:5]([CH3:13])=[C:6](/[CH:7]=[CH:8]/[C:9]([O:11][CH3:12])=[O:10])[C:2]([CH3:1])=[N:3]1)[CH:17]=[CH:18][C:19]1[CH:24]=[CH:23][CH:22]=[CH:21][CH:20]=1. The yield is 0.680.